Dataset: Full USPTO retrosynthesis dataset with 1.9M reactions from patents (1976-2016). Task: Predict the reactants needed to synthesize the given product. (1) Given the product [NH2:29][C@H:22]([CH:23]1[CH2:24][CH2:25][CH2:26][CH2:27][CH2:28]1)[C:21]([N:17]1[CH2:18][CH2:19][CH2:20][C@H:16]1[C:15]([NH:14][CH2:13][C:12]1[CH:39]=[C:40]([Cl:43])[CH:41]=[CH:42][C:11]=1[CH2:10][CH:9]([NH2:8])[CH:44]([F:46])[F:45])=[O:38])=[O:37], predict the reactants needed to synthesize it. The reactants are: C(O)(C(F)(F)F)=O.[NH2:8][CH:9]([CH:44]([F:46])[F:45])[CH2:10][C:11]1[CH:42]=[CH:41][C:40]([Cl:43])=[CH:39][C:12]=1[CH2:13][NH:14][C:15](=[O:38])[C@@H:16]1[CH2:20][CH2:19][CH2:18][N:17]1[C:21](=[O:37])[C@H:22]([NH:29]C(OC(C)(C)C)=O)[CH:23]1[CH2:28][CH2:27][CH2:26][CH2:25][CH2:24]1. (2) Given the product [CH2:1]([O:8][C:9]1[CH:10]=[CH:11][C:12]2[O:16][C:15]([CH:17]([NH:21][C:22]3[CH:23]=[CH:24][C:25]([C:28]([N:30]([CH3:38])[CH2:31][CH2:32][C:33]([OH:35])=[O:34])=[O:29])=[CH:26][CH:27]=3)[CH:18]([CH3:19])[CH3:20])=[C:14]([CH3:39])[C:13]=2[CH:40]=1)[C:2]1[CH:3]=[CH:4][CH:5]=[CH:6][CH:7]=1, predict the reactants needed to synthesize it. The reactants are: [CH2:1]([O:8][C:9]1[CH:10]=[CH:11][C:12]2[O:16][C:15]([CH:17]([NH:21][C:22]3[CH:27]=[CH:26][C:25]([C:28]([N:30]([CH3:38])[CH2:31][CH2:32][C:33]([O:35]CC)=[O:34])=[O:29])=[CH:24][CH:23]=3)[CH:18]([CH3:20])[CH3:19])=[C:14]([CH3:39])[C:13]=2[CH:40]=1)[C:2]1[CH:7]=[CH:6][CH:5]=[CH:4][CH:3]=1.[OH-].[Na+]. (3) Given the product [C:16]1([N:6]2[C:7]3[CH:26]=[CH:27][C:22](/[CH:45]=[CH:44]/[C:46]4[CH:51]=[CH:50][N:49]=[CH:48][CH:47]=4)=[CH:23][C:24]=3[C:13]3[C:5]2=[CH:4][CH:3]=[C:2](/[CH:60]=[CH:59]/[C:63]2[CH:56]=[CH:55][N:54]=[CH:57][CH:58]=2)[CH:14]=3)[CH:21]=[CH:20][CH:19]=[CH:18][CH:17]=1, predict the reactants needed to synthesize it. The reactants are: Br[C:2]1[CH:3]=[CH:4][C:5]2[N:6]([C:16]3[CH:21]=[CH:20][CH:19]=[CH:18][CH:17]=3)[C:7]3C([C:13]=2[CH:14]=1)=CC(Br)=CC=3.[C:22]1(C)[CH:27]=[CH:26]C=[CH:24][C:23]=1P([C:22]1[CH:27]=[CH:26]C=[CH:24][C:23]=1C)[C:22]1[CH:27]=[CH:26]C=[CH:24][C:23]=1C.[CH:44]([C:46]1[CH:51]=[CH:50][N:49]=[CH:48][CH:47]=1)=[CH2:45].C([N:54]([CH2:57][CH3:58])[CH2:55][CH3:56])C.[CH2:59]1[CH2:63]OC[CH2:60]1. (4) Given the product [F:12][C:9]1[CH:10]=[CH:11][C:6]([C:4]2[NH:28][C:29](=[S:39])[NH:2][C:3]=2[C:13]2[CH:18]=[CH:17][N:16]=[C:15]([F:19])[CH:14]=2)=[CH:7][CH:8]=1, predict the reactants needed to synthesize it. The reactants are: Cl.[NH2:2][CH:3]([C:13]1[CH:18]=[CH:17][N:16]=[C:15]([F:19])[CH:14]=1)[C:4]([C:6]1[CH:11]=[CH:10][C:9]([F:12])=[CH:8][CH:7]=1)=O.ClC1C=C(C2[NH:28][C:29](=[S:39])NC=2C2C=CC(F)=CC=2)C=CN=1. (5) Given the product [CH2:14]([C:18]1[CH:23]=[CH:22][C:21]([C:24]#[C:25][C:26]2[CH:33]=[CH:32][C:29]([CH2:30][NH:2][CH2:3][C:4]3[CH:5]=[CH:6][C:7]([C:8]([O:10][CH3:11])=[O:9])=[CH:12][CH:13]=3)=[CH:28][CH:27]=2)=[CH:20][CH:19]=1)[CH2:15][CH2:16][CH3:17], predict the reactants needed to synthesize it. The reactants are: Cl.[NH2:2][CH2:3][C:4]1[CH:13]=[CH:12][C:7]([C:8]([O:10][CH3:11])=[O:9])=[CH:6][CH:5]=1.[CH2:14]([C:18]1[CH:23]=[CH:22][C:21]([C:24]#[C:25][C:26]2[CH:33]=[CH:32][C:29]([CH:30]=O)=[CH:28][CH:27]=2)=[CH:20][CH:19]=1)[CH2:15][CH2:16][CH3:17]. (6) Given the product [CH2:13]([O:20][C:21]1[CH:28]=[CH:27][C:24]([CH:25]=[O:26])=[CH:23][C:22]=1[O:29][CH2:9][CH2:10][CH3:11])[C:14]1[CH:15]=[CH:16][CH:17]=[CH:18][CH:19]=1, predict the reactants needed to synthesize it. The reactants are: C(=O)([O-])[O-].[K+].[K+].[I-].[K+].[CH3:9][CH2:10][CH2:11]Br.[CH2:13]([O:20][C:21]1[CH:28]=[CH:27][C:24]([CH:25]=[O:26])=[CH:23][C:22]=1[OH:29])[C:14]1[CH:19]=[CH:18][CH:17]=[CH:16][CH:15]=1. (7) Given the product [CH3:1][O:2][C:3](=[O:33])[C:4]1[CH:9]=[CH:8][C:7]([CH2:10][N:11]2[CH:15]=[C:14]([C:16]3[CH:21]=[CH:20][C:19]([Cl:22])=[CH:18][C:17]=3[Cl:23])[N:13]=[C:12]2[CH2:24][O:25][C:26]2[CH:31]=[CH:30][C:29]([C:40]3[CH:39]=[CH:38][C:37]([O:36][C:35]([F:34])([F:46])[F:47])=[CH:42][CH:41]=3)=[CH:28][CH:27]=2)=[CH:6][CH:5]=1, predict the reactants needed to synthesize it. The reactants are: [CH3:1][O:2][C:3](=[O:33])[C:4]1[CH:9]=[CH:8][C:7]([CH2:10][N:11]2[CH:15]=[C:14]([C:16]3[CH:21]=[CH:20][C:19]([Cl:22])=[CH:18][C:17]=3[Cl:23])[N:13]=[C:12]2[CH2:24][O:25][C:26]2[CH:31]=[CH:30][C:29](Br)=[CH:28][CH:27]=2)=[CH:6][CH:5]=1.[F:34][C:35]([F:47])([F:46])[O:36][C:37]1[CH:42]=[CH:41][C:40](B(O)O)=[CH:39][CH:38]=1. (8) The reactants are: [CH2:1]([C:3]1[C:4]([NH:23][CH:24]([CH3:28])[CH2:25][CH2:26][OH:27])=[N:5][C:6]([CH2:21][CH3:22])=[C:7]([C:9]2[C:18]([O:19][CH3:20])=[CH:17][C:16]3[CH2:15][CH2:14][CH2:13][CH2:12][C:11]=3[CH:10]=2)[N:8]=1)[CH3:2].I[CH2:30]C.IC. Given the product [CH2:1]([C:3]1[C:4]([NH:23][CH:24]([CH3:28])[CH2:25][CH2:26][O:27][CH3:30])=[N:5][C:6]([CH2:21][CH3:22])=[C:7]([C:9]2[C:18]([O:19][CH3:20])=[CH:17][C:16]3[CH2:15][CH2:14][CH2:13][CH2:12][C:11]=3[CH:10]=2)[N:8]=1)[CH3:2], predict the reactants needed to synthesize it. (9) The reactants are: [Cl:1][C:2]1[CH:3]=[C:4]2[C:12](=[C:13]([NH2:20])[C:14]=1[O:15][CH2:16][CH:17]1[CH2:19][CH2:18]1)[NH:11][C:10]1[CH:9]=[N:8][CH:7]=[CH:6][C:5]2=1.[CH3:21][C:22]1[N:30]=[CH:29][CH:28]=[CH:27][C:23]=1[C:24](O)=[O:25]. Given the product [Cl:1][C:2]1[CH:3]=[C:4]2[C:12](=[C:13]([NH:20][C:24](=[O:25])[C:23]3[CH:27]=[CH:28][CH:29]=[N:30][C:22]=3[CH3:21])[C:14]=1[O:15][CH2:16][CH:17]1[CH2:19][CH2:18]1)[NH:11][C:10]1[CH:9]=[N:8][CH:7]=[CH:6][C:5]2=1, predict the reactants needed to synthesize it. (10) Given the product [CH2:22]([O:2][C:3]1[CH:11]=[CH:10][C:6]([C:7]([O:9][CH2:19][CH3:20])=[O:8])=[CH:5][C:4]=1[CH2:12][N:13]1[CH2:14][CH2:15][O:16][CH2:17][CH2:18]1)[CH3:23], predict the reactants needed to synthesize it. The reactants are: O.[OH:2][C:3]1[CH:11]=[CH:10][C:6]([C:7]([OH:9])=[O:8])=[CH:5][C:4]=1[CH2:12][N:13]1[CH2:18][CH2:17][O:16][CH2:15][CH2:14]1.[CH2:19](I)[CH3:20].[CH2:22](Br)[C:23]1C=CC=CC=1.